From a dataset of Full USPTO retrosynthesis dataset with 1.9M reactions from patents (1976-2016). Predict the reactants needed to synthesize the given product. (1) Given the product [Cl:13][C:14]1[CH:22]=[CH:21][CH:20]=[CH:19][C:15]=1[C:16]1[N:6]=[C:4]([N:23]2[CH2:28][CH2:27][S:26][CH2:25][CH2:24]2)[C:3]2[C:2](=[CH:10][CH:9]=[C:8]([CH2:11][CH3:12])[CH:7]=2)[N:1]=1, predict the reactants needed to synthesize it. The reactants are: [NH2:1][C:2]1[CH:10]=[CH:9][C:8]([CH2:11][CH3:12])=[CH:7][C:3]=1[C:4]([NH2:6])=O.[Cl:13][C:14]1[CH:22]=[CH:21][CH:20]=[CH:19][C:15]=1[C:16](Cl)=O.[NH:23]1[CH2:28][CH2:27][S:26][CH2:25][CH2:24]1. (2) Given the product [Ca:2].[C:12]([O-:14])(=[O:13])[CH:10]([CH3:9])[OH:11].[Ca+2:2].[C:26]([O-:28])(=[O:27])[CH:24]([CH3:23])[OH:25], predict the reactants needed to synthesize it. The reactants are: [P].[Ca:2].C(=O)([O-])[O-].[Ca+2].C([O-])(=O)[CH2:9][C:10](CC([O-])=O)([C:12]([O-:14])=[O:13])[OH:11].[Ca+2].C([O-])(=O)[CH2:23][C:24](CC([O-])=O)([C:26]([O-:28])=[O:27])[OH:25].[Ca+2].[Ca+2].